From a dataset of Catalyst prediction with 721,799 reactions and 888 catalyst types from USPTO. Predict which catalyst facilitates the given reaction. (1) Reactant: C([N:8]1[CH2:13][CH2:12][N:11]([C:14](=[O:29])[C:15]2[CH:20]=[C:19]([C:21]([F:24])([F:23])[F:22])[CH:18]=[C:17]([C:25]([F:28])([F:27])[F:26])[CH:16]=2)[C@H:10]([CH2:30][C:31]2[CH:36]=[CH:35][C:34]([F:37])=[CH:33][CH:32]=2)[CH2:9]1)C1C=CC=CC=1.C([O-])=O.[NH4+].C(O)C. Product: [F:27][C:25]([F:26])([F:28])[C:17]1[CH:16]=[C:15]([CH:20]=[C:19]([C:21]([F:24])([F:23])[F:22])[CH:18]=1)[C:14]([N:11]1[CH2:12][CH2:13][NH:8][CH2:9][C@H:10]1[CH2:30][C:31]1[CH:32]=[CH:33][C:34]([F:37])=[CH:35][CH:36]=1)=[O:29]. The catalyst class is: 386. (2) Reactant: [F-:1].[K+].[N+]([C:6]1[CH:25]=[C:24]([N+:26]([O-:28])=[O:27])[CH:23]=[CH:22][C:7]=1[C:8]([NH:10][CH2:11][C:12]([O:14][CH2:15][C:16]1[CH:21]=[CH:20][CH:19]=[CH:18][CH:17]=1)=[O:13])=[O:9])([O-])=O.C1OCCOCCOCCOCCOCCOC1.O. Product: [F:1][C:6]1[CH:25]=[C:24]([N+:26]([O-:28])=[O:27])[CH:23]=[CH:22][C:7]=1[C:8]([NH:10][CH2:11][C:12]([O:14][CH2:15][C:16]1[CH:21]=[CH:20][CH:19]=[CH:18][CH:17]=1)=[O:13])=[O:9]. The catalyst class is: 16. (3) Reactant: [F:1][C:2]([F:13])([F:12])[C@H:3]1[CH2:8][CH2:7][C@H:6]([C:9](Cl)=[O:10])[CH2:5][CH2:4]1.[NH3:14]. Product: [F:1][C:2]([F:13])([F:12])[C@H:3]1[CH2:8][CH2:7][C@H:6]([C:9]([NH2:14])=[O:10])[CH2:5][CH2:4]1. The catalyst class is: 1. (4) Reactant: [CH2:1]([CH:3]1[N:10](C(OCC2C=CC=CC=2)=O)[CH2:9][CH:8]2[N:5]([CH2:6][CH2:7]2)[C:4]1=[O:21])[CH3:2]. Product: [CH2:1]([CH:3]1[NH:10][CH2:9][CH:8]2[N:5]([CH2:6][CH2:7]2)[C:4]1=[O:21])[CH3:2]. The catalyst class is: 43. (5) Reactant: [F:1][C:2]1[CH:7]=[CH:6][CH:5]=[C:4]([F:8])[C:3]=1[N:9]1[C:14]2[N:15]=[C:16](S(C)=O)[N:17]=[C:18]([C:19]3[CH:20]=[C:21]([CH:28]=[CH:29][C:30]=3[CH3:31])[C:22]([NH:24][CH2:25][CH2:26][CH3:27])=[O:23])[C:13]=2[CH2:12][NH:11][C:10]1=[O:35].[CH3:36][C:37]([NH:40][CH2:41][CH2:42][CH2:43][NH2:44])([CH3:39])[CH3:38]. Product: [F:1][C:2]1[CH:7]=[CH:6][CH:5]=[C:4]([F:8])[C:3]=1[N:9]1[C:14]2[N:15]=[C:16]([NH:44][CH2:43][CH2:42][CH2:41][NH:40][C:37]([CH3:39])([CH3:38])[CH3:36])[N:17]=[C:18]([C:19]3[CH:20]=[C:21]([CH:28]=[CH:29][C:30]=3[CH3:31])[C:22]([NH:24][CH2:25][CH2:26][CH3:27])=[O:23])[C:13]=2[CH2:12][NH:11][C:10]1=[O:35]. The catalyst class is: 2.